Dataset: Experimentally validated miRNA-target interactions with 360,000+ pairs, plus equal number of negative samples. Task: Binary Classification. Given a miRNA mature sequence and a target amino acid sequence, predict their likelihood of interaction. (1) The miRNA is mmu-miR-337-5p with sequence CGGCGUCAUGCAGGAGUUGAUU. The protein sequence of the target gene is MTVLEAVLEIQAITGSRLLSMVPGPARPPGSCWDPTQCTRTWLLSHTPRRRWISGLPRASCRLGEEPPPLPYCDQAYGEELSIRHRETWAWLSRTDTAWPGAPGVKQARILGELLLV. Result: 0 (no interaction). (2) The miRNA is hsa-miR-513c-5p with sequence UUCUCAAGGAGGUGUCGUUUAU. The protein sequence of the target gene is MPTNGLHQVLKIQFGLVNDTDRYLTAESFGFKVNASAPSLKRKQTWVLEPDPGQGTAVLLRSSHLGRYLSAEEDGRVACEAEQPGRDCRFLVLPQPDGRWVLRSEPHGRFFGGTEDQLSCFATAVSPAELWTVHLAIHPQAHLLSVSRRRYVHLCPREDEMAADGDKPWGVDALLTLIFRSRRYCLKSCDSRYLRSDGRLVWEPEPRACYTLEFKAGKLAFKDCDGHYLAPVGPAGTLKAGRNTRPGKDELFDLEESHPQVVLVAANHRYVSVRQGVNVSANQDDELDHETFLMQIDQET.... Result: 0 (no interaction). (3) The miRNA is hsa-miR-4303 with sequence UUCUGAGCUGAGGACAG. The protein sequence of the target gene is MALLLALSLLVLWTSPAPTLSGTNDAEDCCLSVTQKPIPGYIVRNFHYLLIKDGCRVPAVVFTTLRGRQLCAPPDQPWVERIIQRLQRTSAKMKRRSS. Result: 0 (no interaction). (4) The miRNA is hsa-miR-7158-3p with sequence CUGAACUAGAGAUUGGGCCCA. The protein sequence of the target gene is MRQINQTQVTEFLLLGLSDGPHTEQLLFIVLLGVYLVTVLGNLLLISLVHVDSQLHTPMYFFLCNLSLADLCFSTNIVPQALVHLLSRKKVIAFTLCAARLLFFLIFGCTQCALLAVMSYDRYVAICNPLRYPNIMTWKVCVQLATGSWTSGILVSVVDTTFILRLPYRGSNSIAHFFCEAPALLILASTDTHASEMAIFLMGVVILLIPVFLILVSYGRIIVTVVKMKSTVGSLKAFSTCGSHLMVVILFYGSAIITYMTPKSSKQQEKSVSVFYAIVTPMLNPLIYSLRNKDVKAALR.... Result: 0 (no interaction). (5) The miRNA is hsa-miR-4502 with sequence GCUGAUGAUGAUGGUGCUGAAG. The protein sequence of the target gene is MPAYHSSLMDPDTKLIGNMALLPLRSQFKGPAPRETKDTDIVDEAIYYFKANVFFKNYEIKNEADRTLIYITLYISECLKKLQKCNSKSQGEKEMYTLGITNFPIPGEPGFPLNAIYAKPASKQEDEMMRAYLQQLRQETGLRLCEKVFDPQSDKPSKWWTCFVKRQFMNKSLSGPGQ. Result: 0 (no interaction).